This data is from CYP1A2 inhibition data for predicting drug metabolism from PubChem BioAssay. The task is: Regression/Classification. Given a drug SMILES string, predict its absorption, distribution, metabolism, or excretion properties. Task type varies by dataset: regression for continuous measurements (e.g., permeability, clearance, half-life) or binary classification for categorical outcomes (e.g., BBB penetration, CYP inhibition). Dataset: cyp1a2_veith. (1) The molecule is CCC/C=C(\CCC)C(NC(=O)c1ccc(C(F)(F)F)cc1)c1ccc(C(F)(F)F)cc1. The result is 0 (non-inhibitor). (2) The drug is O=C(CCCc1ccccn1)c1ccccc1. The result is 1 (inhibitor). (3) The result is 0 (non-inhibitor). The molecule is C[N+](C)(N)Cc1csc(-c2ccc(Cl)cc2)n1. (4) The compound is CS(=O)(=O)c1ccc([C@H](O)[C@H](CO)NC(=O)C(Cl)Cl)cc1. The result is 0 (non-inhibitor). (5) The molecule is COc1ccc(/C=N/OCc2nc3c4c(ncn3n2)Oc2ccc3ccccc3c2C4c2ccccc2)cc1. The result is 0 (non-inhibitor). (6) The molecule is Cn1c(-c2sc(=S)n(-c3ccccc3)c2N)nc2ccccc21. The result is 1 (inhibitor). (7) The drug is O=C(NNS(=O)(=O)c1ccc(Cl)cc1)c1cnn(-c2ccccc2)c1-n1cccc1. The result is 1 (inhibitor).